From a dataset of Forward reaction prediction with 1.9M reactions from USPTO patents (1976-2016). Predict the product of the given reaction. (1) Given the reactants [CH3:1][O:2][CH:3]([O:6][CH3:7])[CH2:4][NH2:5].C(N(CC)CC)C.[F:15][C:16]1[CH:21]=[C:20]([S:22][C:23]([F:26])([F:25])[F:24])[CH:19]=[CH:18][C:17]=1[N:27]([CH3:31])[C:28](Cl)=[O:29], predict the reaction product. The product is: [CH3:1][O:2][CH:3]([O:6][CH3:7])[CH2:4][NH:5][C:28](=[O:29])[N:27]([C:17]1[CH:18]=[CH:19][C:20]([S:22][C:23]([F:24])([F:25])[F:26])=[CH:21][C:16]=1[F:15])[CH3:31]. (2) Given the reactants Cl.O.[OH:3][C:4]12[C:15]3[C:10](=[C:11]([N+:16]([O-])=O)[CH:12]=[CH:13][CH:14]=3)[C:9](=[O:19])[C:8]1([NH:20][C:21]([C:23]1[CH:32]=[N:31][C:30]3[C:25](=[CH:26][CH:27]=[CH:28][CH:29]=3)[N:24]=1)=[O:22])[C:7]1[CH:33]=[CH:34][C:35]([CH:37]([CH3:39])[CH3:38])=[CH:36][C:6]=1[O:5]2, predict the reaction product. The product is: [NH2:16][C:11]1[CH:12]=[CH:13][CH:14]=[C:15]2[C:10]=1[C:9](=[O:19])[C:8]1([NH:20][C:21]([C:23]3[CH:32]=[N:31][C:30]4[C:25](=[CH:26][CH:27]=[CH:28][CH:29]=4)[N:24]=3)=[O:22])[C:7]3[CH:33]=[CH:34][C:35]([CH:37]([CH3:39])[CH3:38])=[CH:36][C:6]=3[O:5][C:4]12[OH:3]. (3) Given the reactants CN(C(ON1N=NC2C=CC=CC1=2)=[N+](C)C)C.[B-](F)(F)(F)F.[F:23][C:24]1[CH:29]=[CH:28][C:27]([N:30]2[C:33](=[O:34])[C@H:32]([S:35][CH2:36][C:37]([C:39]3[CH:44]=[CH:43][C:42]([F:45])=[CH:41][CH:40]=3)=[O:38])[C@H:31]2[C:46]2[CH:60]=[CH:59][C:49]([O:50][CH2:51][C:52]([NH:54][CH2:55][C:56](O)=[O:57])=[O:53])=[CH:48][CH:47]=2)=[CH:26][CH:25]=1.CN1CCOCC1.[CH2:68]([NH:75][CH2:76][C:77]([OH:79])=[O:78])[C:69]1[CH:74]=[CH:73][CH:72]=[CH:71][CH:70]=1.[BH4-].[Na+].C([O-])(=O)C.[NH4+], predict the reaction product. The product is: [F:23][C:24]1[CH:25]=[CH:26][C:27]([N:30]2[C:33](=[O:34])[C@H:32]([S:35][CH2:36][CH:37]([C:39]3[CH:40]=[CH:41][C:42]([F:45])=[CH:43][CH:44]=3)[OH:38])[C@H:31]2[C:46]2[CH:47]=[CH:48][C:49]([O:50][CH2:51][C:52]([NH:54][CH2:55][C:56]([N:75]([CH2:68][C:69]3[CH:74]=[CH:73][CH:72]=[CH:71][CH:70]=3)[CH2:76][C:77]([OH:79])=[O:78])=[O:57])=[O:53])=[CH:59][CH:60]=2)=[CH:28][CH:29]=1. (4) The product is: [C:1]([O:5][C:6]([N:8]1[CH2:9][CH2:10][C:11](=[CH:14][C:15](=[O:17])[N:45]([CH3:46])[C@@H:33]([C:32](=[O:47])[N:31]([CH3:30])[C@@H:48]([C:56](=[O:59])[NH:57][CH3:58])[CH2:49][C:50]2[CH:55]=[CH:54][CH:53]=[CH:52][CH:51]=2)[CH2:34][C:35]2[CH:44]=[CH:43][C:42]3[C:37](=[CH:38][CH:39]=[CH:40][CH:41]=3)[CH:36]=2)[CH2:12][CH2:13]1)=[O:7])([CH3:2])([CH3:3])[CH3:4]. Given the reactants [C:1]([O:5][C:6]([N:8]1[CH2:13][CH2:12][C:11](=[CH:14][C:15]([OH:17])=O)[CH2:10][CH2:9]1)=[O:7])([CH3:4])([CH3:3])[CH3:2].Cl.CN(C)CCCN=C=NCC.[CH3:30][N:31]([C@@H:48]([C:56](=[O:59])[NH:57][CH3:58])[CH2:49][C:50]1[CH:55]=[CH:54][CH:53]=[CH:52][CH:51]=1)[C:32](=[O:47])[C@H:33]([NH:45][CH3:46])[CH2:34][C:35]1[CH:44]=[CH:43][C:42]2[C:37](=[CH:38][CH:39]=[CH:40][CH:41]=2)[CH:36]=1, predict the reaction product. (5) The product is: [Cl:1][C:2]1[CH:7]=[CH:6][C:5]([N:8]2[CH2:37][C:30]3[C:21]4=[C:22]([C:23](=[O:27])[N:24]([CH3:26])[CH:25]=[C:20]4[C:10]4[CH:11]=[C:12]([CH2:15][S:16]([CH3:19])(=[O:18])=[O:17])[CH:13]=[CH:14][C:9]2=4)[NH:28][C:29]=3[C:31]([O:33][CH2:34][CH3:35])=[O:32])=[CH:4][CH:3]=1. Given the reactants [Cl:1][C:2]1[CH:7]=[CH:6][C:5]([NH:8][C:9]2[CH:14]=[CH:13][C:12]([CH2:15][S:16]([CH3:19])(=[O:18])=[O:17])=[CH:11][C:10]=2[C:20]2[C:21]3[CH:30]=[C:29]([C:31]([O:33][CH2:34][CH3:35])=[O:32])[NH:28][C:22]=3[C:23](=[O:27])[N:24]([CH3:26])[CH:25]=2)=[CH:4][CH:3]=1.Cl.[CH2:37]=O, predict the reaction product. (6) Given the reactants [CH2:1]([C:3]1[S:4][CH:5]=[C:6]([CH3:8])[N:7]=1)[CH3:2].[Br:9][CH2:10][C:11]([C:13]1[CH:18]=[CH:17][CH:16]=[CH:15][CH:14]=1)=[O:12], predict the reaction product. The product is: [Br-:9].[CH2:1]([C:3]1[S:4][CH:5]=[C:6]([CH3:8])[N+:7]=1[CH2:10][C:11](=[O:12])[C:13]1[CH:18]=[CH:17][CH:16]=[CH:15][CH:14]=1)[CH3:2]. (7) Given the reactants [F:1][C:2]1[C:7]([NH:8][S:9]([CH2:12][CH2:13][CH3:14])(=[O:11])=[O:10])=[CH:6][CH:5]=[C:4]([F:15])[C:3]=1[NH:16][C:17]([C:19]1[CH:20]=[C:21]([C:41]#[C:42][CH2:43][OH:44])[CH:22]=[C:23]2[C:28]=1[N:27]=[CH:26][N:25]=[C:24]2[NH:29]CC1C=CC(OC)=CC=1OC)=[O:18], predict the reaction product. The product is: [F:1][C:2]1[C:7]([NH:8][S:9]([CH2:12][CH2:13][CH3:14])(=[O:11])=[O:10])=[CH:6][CH:5]=[C:4]([F:15])[C:3]=1[NH:16][C:17]([C:19]1[CH:20]=[C:21]([C:41]#[C:42][CH2:43][OH:44])[CH:22]=[C:23]2[C:28]=1[N:27]=[CH:26][N:25]=[C:24]2[NH2:29])=[O:18]. (8) The product is: [NH2:1][C:2]1[CH:3]=[C:4]([CH3:31])[C:5]([O:11][C:12]2[CH:17]=[CH:16][C:15]([OH:18])=[C:14]([CH2:26][CH3:27])[C:13]=2[CH3:29])=[C:6]2[C:10]=1[CH2:9][CH2:8][CH2:7]2. Given the reactants [NH2:1][C:2]1[CH:3]=[C:4]([CH3:31])[C:5]([O:11][C:12]2[C:13]([CH2:29]O)=[C:14]([CH:26](O)[CH3:27])[C:15]([O:18]CC3C=CC=CC=3)=[CH:16][CH:17]=2)=[C:6]2[C:10]=1[CH2:9][CH2:8][CH2:7]2.C([SiH](CC)CC)C.FC(F)(F)C(O)=O, predict the reaction product. (9) Given the reactants [CH3:1][Si:2]([CH3:13])([CH3:12])[C:3]1[O:11][C:10]2[C:5](=[N:6][CH:7]=[CH:8][CH:9]=2)[CH:4]=1.C1C=C(Cl)C=C(C(OO)=[O:22])C=1, predict the reaction product. The product is: [CH3:1][Si:2]([CH3:13])([CH3:12])[C:3]1[O:11][C:10]2[C:5](=[N+:6]([O-:22])[CH:7]=[CH:8][CH:9]=2)[CH:4]=1. (10) Given the reactants [C:1]1(P([C:1]2[CH:6]=[CH:5][CH:4]=[CH:3][CH:2]=2)[C:1]2[CH:6]=[CH:5][CH:4]=[CH:3][CH:2]=2)[CH:6]=[CH:5][CH:4]=[CH:3][CH:2]=1.[CH3:31][CH2:30][O:29][C:27](/[N:26]=[N:26]/[C:27]([O:29][CH2:30][CH3:31])=O)=O.[C:32](#[N:34])[CH3:33].[F:35][C:36]1[CH:44]=[CH:43][C:39]([CH2:40][CH2:41][OH:42])=[CH:38][CH:37]=1, predict the reaction product. The product is: [O:29]1[C:30]2[CH:31]=[CH:6][CH:1]=[CH:2][C:3]=2[N:26]=[C:27]1[C:1]1[CH:6]=[CH:5][C:4]([CH2:33][C:32]#[N:34])=[C:3]([O:42][CH2:41][CH2:40][C:39]2[CH:43]=[CH:44][C:36]([F:35])=[CH:37][CH:38]=2)[CH:2]=1.